Predict which catalyst facilitates the given reaction. From a dataset of Catalyst prediction with 721,799 reactions and 888 catalyst types from USPTO. (1) Reactant: Br[C:2]1[C:3]([OH:13])=[CH:4][C:5]2[C:10]([CH:11]=1)=[CH:9][CH:8]=[C:7]([OH:12])[CH:6]=2.[C:14]([C:17]1[CH:22]=[CH:21][C:20](B(O)O)=[CH:19][CH:18]=1)([OH:16])=[O:15]. Product: [OH:13][C:3]1[C:2]([C:20]2[CH:21]=[CH:22][C:17]([C:14]([OH:16])=[O:15])=[CH:18][CH:19]=2)=[CH:11][C:10]2[C:5]([CH:4]=1)=[CH:6][C:7]([OH:12])=[CH:8][CH:9]=2. The catalyst class is: 18. (2) Reactant: Br[C:2]1[C:3]([Cl:9])=[N:4][C:5]([Cl:8])=[N:6][CH:7]=1.C([Mg]Cl)(C)C.[CH3:15][S:16][C:17]1[N:22]=[C:21]([CH:23]=[O:24])[CH:20]=[CH:19][N:18]=1. Product: [Cl:8][C:5]1[N:4]=[C:3]([Cl:9])[C:2]([CH:23]([C:21]2[CH:20]=[CH:19][N:18]=[C:17]([S:16][CH3:15])[N:22]=2)[OH:24])=[CH:7][N:6]=1. The catalyst class is: 1. (3) Reactant: [CH:1]1[C:13]2[CH:12]([CH2:14][O:15][C:16]([NH:18][C@@H:19]([CH:60]([CH3:62])[CH3:61])[C:20]([NH:22][C@@H:23]([CH2:53][CH2:54][CH2:55][NH:56][C:57]([NH2:59])=[O:58])[C:24]([NH:26][C:27]3[CH:52]=[CH:51][C:30]([CH2:31][O:32][C:33]([N:35]([CH3:50])[C@H:36]([CH:47]([CH3:49])[CH3:48])[C:37]([O:39]CC4C=CC=CC=4)=[O:38])=[O:34])=[CH:29][CH:28]=3)=[O:25])=[O:21])=[O:17])[C:11]3[C:6](=[CH:7][CH:8]=[CH:9][CH:10]=3)[C:5]=2[CH:4]=[CH:3][CH:2]=1.C([SiH](CC)CC)C. Product: [CH:1]1[C:13]2[CH:12]([CH2:14][O:15][C:16]([NH:18][C@@H:19]([CH:60]([CH3:62])[CH3:61])[C:20]([NH:22][C@@H:23]([CH2:53][CH2:54][CH2:55][NH:56][C:57]([NH2:59])=[O:58])[C:24]([NH:26][C:27]3[CH:28]=[CH:29][C:30]([CH2:31][O:32][C:33]([N:35]([CH3:50])[C@H:36]([CH:47]([CH3:48])[CH3:49])[C:37]([OH:39])=[O:38])=[O:34])=[CH:51][CH:52]=3)=[O:25])=[O:21])=[O:17])[C:11]3[C:6](=[CH:7][CH:8]=[CH:9][CH:10]=3)[C:5]=2[CH:4]=[CH:3][CH:2]=1. The catalyst class is: 43. (4) Reactant: Br[C:2]1[CH:7]=[CH:6][C:5]([CH2:8][NH:9][C:10]#[N:11])=[CH:4][CH:3]=1.[CH3:12][N:13]1[C:17]([C:18]#[N:19])=[CH:16][CH:15]=[C:14]1B(O)O.C(=O)([O-])[O-].[K+].[K+].COC(OC)COCC(OC)OC.O. Product: [C:18]([C:17]1[N:13]([CH3:12])[C:14]([C:2]2[CH:7]=[CH:6][C:5]([CH2:8][NH:9][C:10]#[N:11])=[CH:4][CH:3]=2)=[CH:15][CH:16]=1)#[N:19]. The catalyst class is: 6. (5) Reactant: Cl.Cl.[N:3]1([C:7]2[N:12]=[CH:11][C:10]([C:13]3([C:16](Cl)=[O:17])[CH2:15][CH2:14]3)=[CH:9][CH:8]=2)[CH2:6][CH2:5][CH2:4]1.CC1(C)C2CCC1(CS(O)(=O)=O)C(=O)C2.[NH:34]1[CH2:38][CH2:37][C@@:36]2([C:46]3[CH:45]=[CH:44][N:43]=[CH:42][C:41]=3[C:40](=[O:47])[O:39]2)[CH2:35]1.C(Cl)Cl.C(N(CC)C(C)C)(C)C. Product: [N:3]1([C:7]2[N:12]=[CH:11][C:10]([C:13]3([C:16]([N:34]4[CH2:38][CH2:37][C@@:36]5([C:46]6[CH:45]=[CH:44][N:43]=[CH:42][C:41]=6[C:40](=[O:47])[O:39]5)[CH2:35]4)=[O:17])[CH2:15][CH2:14]3)=[CH:9][CH:8]=2)[CH2:6][CH2:5][CH2:4]1. The catalyst class is: 13. (6) Reactant: [CH3:1][C:2]1[C:3]([O:10][C@@H:11]2[CH2:16][CH2:15][C@@H:14]([CH3:17])[NH:13][CH2:12]2)=[N:4][CH:5]=[CH:6][C:7]=1[C:8]#[N:9].[N:18]1[CH:23]=[CH:22][CH:21]=[N:20][C:19]=1[C:24]1[CH:32]=[CH:31][CH:30]=[CH:29][C:25]=1[C:26](O)=[O:27].CCN(C(C)C)C(C)C.C(P1(=O)OP(=O)(CCC)OP(=O)(CCC)O1)CC. Product: [CH3:1][C:2]1[C:3]([O:10][C@@H:11]2[CH2:16][CH2:15][C@@H:14]([CH3:17])[N:13]([C:26]([C:25]3[CH:29]=[CH:30][CH:31]=[CH:32][C:24]=3[C:19]3[N:18]=[CH:23][CH:22]=[CH:21][N:20]=3)=[O:27])[CH2:12]2)=[N:4][CH:5]=[CH:6][C:7]=1[C:8]#[N:9]. The catalyst class is: 3. (7) Reactant: [F:1][C:2]1[CH:3]=[C:4]([CH:6]=[CH:7][C:8]=1[N:9]1[CH2:14][CH2:13][O:12][CH2:11][CH2:10]1)[NH2:5].[CH2:15]1[O:17][C@H:16]1[CH2:18][Cl:19]. Product: [Cl:19][CH2:18][C@H:16]([OH:17])[CH2:15][NH:5][C:4]1[CH:6]=[CH:7][C:8]([N:9]2[CH2:14][CH2:13][O:12][CH2:11][CH2:10]2)=[C:2]([F:1])[CH:3]=1. The catalyst class is: 32. (8) Reactant: Cl.[F:2][C:3]1[CH:24]=[C:23]([OH:25])[CH:22]=[C:21]([F:26])[C:4]=1[CH2:5][N:6]1[C:10]2[N:11]=[C:12]([NH2:20])[N:13]=[C:14]([C:15]3[O:16][CH:17]=[CH:18][CH:19]=3)[C:9]=2[N:8]=[N:7]1.[CH3:27]I. Product: [F:2][C:3]1[CH:24]=[C:23]([O:25][CH3:27])[CH:22]=[C:21]([F:26])[C:4]=1[CH2:5][N:6]1[C:10]2[N:11]=[C:12]([NH2:20])[N:13]=[C:14]([C:15]3[O:16][CH:17]=[CH:18][CH:19]=3)[C:9]=2[N:8]=[N:7]1. The catalyst class is: 18. (9) Reactant: [Br:1][C:2]1[CH:3]=[N:4][N:5]2[CH:10]=[CH:9][C:8](Cl)=[N:7][C:6]=12.[CH2:12]([C@H:14]1[CH2:18][O:17][C:16](=[O:19])[NH:15]1)[CH3:13].[H-].[Na+].[NH4+].[Cl-]. Product: [Br:1][C:2]1[CH:3]=[N:4][N:5]2[CH:10]=[CH:9][C:8]([N:15]3[C@@H:14]([CH2:12][CH3:13])[CH2:18][O:17][C:16]3=[O:19])=[N:7][C:6]=12. The catalyst class is: 3. (10) Reactant: [NH2:1][C:2]1[CH:3]=[C:4]([O:9][S:10]([C:13]2[CH:18]=[CH:17][C:16]([NH:19][CH2:20][CH:21]3[CH2:23][CH2:22]3)=[CH:15][CH:14]=2)(=[O:12])=[O:11])[CH:5]=[CH:6][C:7]=1[NH2:8].[CH3:24][O:25][C:26]([NH:28][C:29](=NC(OC)=O)SC)=[O:27]. Product: [CH3:24][O:25][C:26]([NH:28][C:29]1[NH:8][C:7]2[CH:6]=[CH:5][C:4]([O:9][S:10]([C:13]3[CH:18]=[CH:17][C:16]([NH:19][CH2:20][CH:21]4[CH2:22][CH2:23]4)=[CH:15][CH:14]=3)(=[O:12])=[O:11])=[CH:3][C:2]=2[N:1]=1)=[O:27]. The catalyst class is: 404.